From a dataset of Reaction yield outcomes from USPTO patents with 853,638 reactions. Predict the reaction yield, written as a fraction of the theoretical maximum amount of product (1.0 means a 100% yield; for example, 0.34 means a 34% yield). The reactants are [O:1]1[C:5]2[CH:6]=[CH:7][CH:8]=[CH:9][C:4]=2[CH:3]=[C:2]1[CH:10]=O.[Cl-].[OH:13][NH3+:14].N1C=CC=CC=1. The catalyst is CO. The product is [O:1]1[C:5]2[CH:6]=[CH:7][CH:8]=[CH:9][C:4]=2[CH:3]=[C:2]1[CH:10]=[N:14][OH:13]. The yield is 0.970.